Task: Predict the product of the given reaction.. Dataset: Forward reaction prediction with 1.9M reactions from USPTO patents (1976-2016) (1) Given the reactants [Br:1][C:2]1[CH:3]=[C:4]([NH2:9])[C:5]([Cl:8])=[N:6][CH:7]=1.[Li+].C[Si]([N-][Si](C)(C)C)(C)C.[CH3:20][O:21][C:22]1[CH:27]=[CH:26][C:25]([S:28](Cl)(=[O:30])=[O:29])=[CH:24][CH:23]=1, predict the reaction product. The product is: [Br:1][C:2]1[CH:3]=[C:4]([NH:9][S:28]([C:25]2[CH:24]=[CH:23][C:22]([O:21][CH3:20])=[CH:27][CH:26]=2)(=[O:30])=[O:29])[C:5]([Cl:8])=[N:6][CH:7]=1. (2) Given the reactants C([O:4][CH:5]1[C:9]2=[N:10][CH:11]=[C:12]([NH:37][C:38]([C:40]3[CH:45]=[CH:44][C:43]([F:46])=[C:42]([C:47]4[C:52]([F:53])=[CH:51][C:50]([CH2:54][O:55][CH3:56])=[CH:49][C:48]=4[F:57])[N:41]=3)=[O:39])[C:13]([N:14]3[CH2:19][C@H:18]([CH3:20])[C@@H:17]([O:21][Si:22]([C:25]([CH3:28])([CH3:27])[CH3:26])([CH3:24])[CH3:23])[C@H:16]([NH:29][C:30]([O:32][C:33]([CH3:36])([CH3:35])[CH3:34])=[O:31])[CH2:15]3)=[C:8]2[CH2:7][CH2:6]1)(=O)C.C1COCC1.[OH-].[Na+], predict the reaction product. The product is: [Si:22]([O:21][C@@H:17]1[C@@H:18]([CH3:20])[CH2:19][N:14]([C:13]2[C:12]([NH:37][C:38]([C:40]3[CH:45]=[CH:44][C:43]([F:46])=[C:42]([C:47]4[C:52]([F:53])=[CH:51][C:50]([CH2:54][O:55][CH3:56])=[CH:49][C:48]=4[F:57])[N:41]=3)=[O:39])=[CH:11][N:10]=[C:9]3[CH:5]([OH:4])[CH2:6][CH2:7][C:8]=23)[CH2:15][C@H:16]1[NH:29][C:30](=[O:31])[O:32][C:33]([CH3:36])([CH3:35])[CH3:34])([C:25]([CH3:28])([CH3:26])[CH3:27])([CH3:24])[CH3:23]. (3) Given the reactants [OH:1][CH2:2][CH:3]([N:6]1[CH2:12][CH2:11][C:10]2[CH:13]=[CH:14][C:15]([C:17]3[N:21]=[C:20]([C:22]4[CH:23]=[C:24]([C:32]#[N:33])[C:25]([NH:28][CH2:29][CH2:30][CH3:31])=[N:26][CH:27]=4)[O:19][N:18]=3)=[CH:16][C:9]=2[CH2:8][CH2:7]1)[CH2:4][OH:5].[ClH:34].C(OCC)C, predict the reaction product. The product is: [ClH:34].[ClH:34].[OH:5][CH2:4][CH:3]([N:6]1[CH2:12][CH2:11][C:10]2[CH:13]=[CH:14][C:15]([C:17]3[N:21]=[C:20]([C:22]4[CH:23]=[C:24]([C:32]#[N:33])[C:25]([NH:28][CH2:29][CH2:30][CH3:31])=[N:26][CH:27]=4)[O:19][N:18]=3)=[CH:16][C:9]=2[CH2:8][CH2:7]1)[CH2:2][OH:1]. (4) The product is: [NH2:13][C:10]1[C:11](=[O:12])[N:7]([CH:1]2[CH2:2][CH2:3][CH2:4][CH2:5][CH2:6]2)[N:8]([CH3:17])[C:9]=1[CH3:16]. Given the reactants [CH:1]1([N:7]2[C:11](=[O:12])[C:10]([N+:13]([O-])=O)=[C:9]([CH3:16])[N:8]2[CH3:17])[CH2:6][CH2:5][CH2:4][CH2:3][CH2:2]1, predict the reaction product. (5) The product is: [CH3:38][C:34]1[N:33]=[C:32]([C:9]2[C:8]([C:6]3[CH:5]=[CH:4][N:3]=[C:2]([C:47]4[CH:53]=[CH:52][C:50]([NH2:51])=[CH:49][CH:48]=4)[CH:7]=3)=[CH:12][N:11]([C:13]([C:26]3[CH:31]=[CH:30][CH:29]=[CH:28][CH:27]=3)([C:20]3[CH:25]=[CH:24][CH:23]=[CH:22][CH:21]=3)[C:14]3[CH:19]=[CH:18][CH:17]=[CH:16][CH:15]=3)[N:10]=2)[CH:37]=[CH:36][CH:35]=1. Given the reactants Br[C:2]1[CH:7]=[C:6]([C:8]2[C:9]([C:32]3[CH:37]=[CH:36][CH:35]=[C:34]([CH3:38])[N:33]=3)=[N:10][N:11]([C:13]([C:26]3[CH:31]=[CH:30][CH:29]=[CH:28][CH:27]=3)([C:20]3[CH:25]=[CH:24][CH:23]=[CH:22][CH:21]=3)[C:14]3[CH:19]=[CH:18][CH:17]=[CH:16][CH:15]=3)[CH:12]=2)[CH:5]=[CH:4][N:3]=1.CC1(C)C(C)(C)OB([C:47]2[CH:53]=[CH:52][C:50]([NH2:51])=[CH:49][CH:48]=2)O1, predict the reaction product. (6) The product is: [F:9][C:8]([F:11])([F:10])[C:4]1[N:3]=[C:2]([C@@H:17]([NH:21][S@:22]([C:24]([CH3:25])([CH3:27])[CH3:26])=[O:23])[CH2:18][CH2:19][CH3:20])[CH:7]=[CH:6][CH:5]=1. Given the reactants Br[C:2]1[CH:7]=[CH:6][CH:5]=[C:4]([C:8]([F:11])([F:10])[F:9])[N:3]=1.C([Li])CCC.[CH:17](=[N:21][S@:22]([C:24]([CH3:27])([CH3:26])[CH3:25])=[O:23])[CH2:18][CH2:19][CH3:20].[Cl-].[NH4+], predict the reaction product.